Predict which catalyst facilitates the given reaction. From a dataset of Catalyst prediction with 721,799 reactions and 888 catalyst types from USPTO. (1) Reactant: [Cl:1][C:2]1[C:3]([CH2:10]Cl)=[N:4][CH:5]=[C:6]([O:8][CH3:9])[N:7]=1.[NH:12]1[CH:16]=[CH:15][N:14]=[C:13]1[C:17]1[N:22]=[CH:21][CH:20]=[CH:19][N:18]=1.C([O-])([O-])=O.[K+].[K+]. Product: [Cl:1][C:2]1[C:3]([CH2:10][N:12]2[CH:16]=[CH:15][N:14]=[C:13]2[C:17]2[N:18]=[CH:19][CH:20]=[CH:21][N:22]=2)=[N:4][CH:5]=[C:6]([O:8][CH3:9])[N:7]=1. The catalyst class is: 3. (2) Reactant: [Br:1][C:2]1[CH:7]=[C:6]([N+]([O-])=O)[CH:5]=[C:4]([CH3:11])[N+:3]=1[O-:12].[CH3:13][O-:14].[Na+]. Product: [Br:1][C:2]1[CH:7]=[C:6]([O:14][CH3:13])[CH:5]=[C:4]([CH3:11])[N+:3]=1[O-:12]. The catalyst class is: 24. (3) Reactant: Cl.[CH3:2][O:3][C:4]([C@@H:6]1[CH2:10][C@@H:9]([OH:11])[CH2:8][NH:7]1)=[O:5].C(N(CC)CC)C.[C:19](O[C:19]([O:21][C:22]([CH3:25])([CH3:24])[CH3:23])=[O:20])([O:21][C:22]([CH3:25])([CH3:24])[CH3:23])=[O:20]. Product: [CH3:2][O:3][C:4]([C@@H:6]1[CH2:10][C@@H:9]([OH:11])[CH2:8][N:7]1[C:19]([O:21][C:22]([CH3:25])([CH3:24])[CH3:23])=[O:20])=[O:5]. The catalyst class is: 2. (4) Reactant: [C:1]([O:5][C:6]([N:8]1[CH2:13][CH2:12][CH2:11][C@@H:10]([C:14](=[O:28])[C:15]2[CH:20]=[CH:19][CH:18]=[CH:17][C:16]=2[O:21][C:22]2[CH:27]=[CH:26][CH:25]=[CH:24][CH:23]=2)[CH2:9]1)=[O:7])([CH3:4])([CH3:3])[CH3:2].[CH3:29][O:30][CH2:31][CH2:32][CH2:33][CH2:34][Mg]Cl. Product: [OH:28][C@@:14]([C@@H:10]1[CH2:11][CH2:12][CH2:13][N:8]([C:6]([O:5][C:1]([CH3:4])([CH3:2])[CH3:3])=[O:7])[CH2:9]1)([C:15]1[CH:20]=[CH:19][CH:18]=[CH:17][C:16]=1[O:21][C:22]1[CH:23]=[CH:24][CH:25]=[CH:26][CH:27]=1)[CH2:34][CH2:33][CH2:32][CH2:31][O:30][CH3:29]. The catalyst class is: 1. (5) Reactant: [CH2:1]([O:5][CH2:6][CH2:7][O:8][C:9]1[CH:14]=[CH:13][C:12]([C:15]2[CH:16]=[CH:17][C:18]3[N:24]([CH2:25][CH:26]([CH3:28])[CH3:27])[CH2:23][CH2:22][C:21]([C:29]([NH:31][C:32]4[CH:37]=[CH:36][C:35]([S:38][CH2:39][C:40]5[N:41]([CH2:45][CH2:46][OH:47])[CH:42]=[CH:43][N:44]=5)=[CH:34][CH:33]=4)=[O:30])=[CH:20][C:19]=3[CH:48]=2)=[CH:11][CH:10]=1)[CH2:2][CH2:3][CH3:4].ClC1C=CC=C(C(OO)=[O:57])C=1.S([O-])([O-])(=O)=S.[Na+].[Na+]. Product: [CH2:1]([O:5][CH2:6][CH2:7][O:8][C:9]1[CH:10]=[CH:11][C:12]([C:15]2[CH:16]=[CH:17][C:18]3[N:24]([CH2:25][CH:26]([CH3:27])[CH3:28])[CH2:23][CH2:22][C:21]([C:29]([NH:31][C:32]4[CH:33]=[CH:34][C:35]([S:38]([CH2:39][C:40]5[N:41]([CH2:45][CH2:46][OH:47])[CH:42]=[CH:43][N:44]=5)=[O:57])=[CH:36][CH:37]=4)=[O:30])=[CH:20][C:19]=3[CH:48]=2)=[CH:13][CH:14]=1)[CH2:2][CH2:3][CH3:4]. The catalyst class is: 4. (6) Reactant: [Cl:1][C:2]1[CH:3]=[C:4]2[N:10]([S:11]([C:14]3[CH:20]=[CH:19][C:17]([CH3:18])=[CH:16][CH:15]=3)(=[O:13])=[O:12])[CH:9]=[CH:8][C:5]2=[N:6][CH:7]=1.ClC1C=CC=C(C(OO)=[O:29])C=1. Product: [Cl:1][C:2]1[CH:3]=[C:4]2[N:10]([S:11]([C:14]3[CH:20]=[CH:19][C:17]([CH3:18])=[CH:16][CH:15]=3)(=[O:13])=[O:12])[CH:9]=[CH:8][C:5]2=[N+:6]([O-:29])[CH:7]=1. The catalyst class is: 2.